This data is from Catalyst prediction with 721,799 reactions and 888 catalyst types from USPTO. The task is: Predict which catalyst facilitates the given reaction. (1) Reactant: [CH:1]1([NH:4][C:5]2[C:6]([NH2:12])=[CH:7][CH:8]=[C:9]([F:11])[CH:10]=2)[CH2:3][CH2:2]1.[F:13][C:14]1[CH:15]=[C:16]([C:20](O)=[O:21])[CH:17]=[N:18][CH:19]=1.C(Cl)CCl.C1C=CC2N(O)N=NC=2C=1.C(N(C(C)C)CC)(C)C. Product: [CH:1]1([NH:4][C:5]2[CH:10]=[C:9]([F:11])[CH:8]=[CH:7][C:6]=2[NH:12][C:20]([C:16]2[CH:17]=[N:18][CH:19]=[C:14]([F:13])[CH:15]=2)=[O:21])[CH2:3][CH2:2]1. The catalyst class is: 4. (2) Reactant: [CH2:1]([O:3][C:4](=[O:22])[C:5]([CH3:21])([O:14][C:15]1[CH:20]=[CH:19][CH:18]=[CH:17][CH:16]=1)[CH2:6][C:7]1[CH:12]=[CH:11][C:10]([OH:13])=[CH:9][CH:8]=1)[CH3:2].[CH2:23](Br)[CH:24]=[CH2:25].C(=O)([O-])[O-].[K+].[K+]. Product: [CH2:1]([O:3][C:4](=[O:22])[C:5]([CH3:21])([O:14][C:15]1[CH:20]=[CH:19][CH:18]=[CH:17][CH:16]=1)[CH2:6][C:7]1[CH:12]=[CH:11][C:10]([O:13][CH2:25][CH:24]=[CH2:23])=[CH:9][CH:8]=1)[CH3:2]. The catalyst class is: 311.